From a dataset of Reaction yield outcomes from USPTO patents with 853,638 reactions. Predict the reaction yield, written as a fraction of the theoretical maximum amount of product (1.0 means a 100% yield; for example, 0.34 means a 34% yield). (1) The reactants are Cl.[Cl:2][C:3]1[CH:8]=[CH:7][C:6]([NH:9][NH2:10])=[CH:5][CH:4]=1.C([CH:13](O)[C:14]([O-:16])=[O:15])C.[CH3:18]O. The catalyst is C1(C)C=CC=CC=1. The product is [CH3:18][O:16][C:14](=[O:15])[CH:13]=[N:10][NH:9][C:6]1[CH:7]=[CH:8][C:3]([Cl:2])=[CH:4][CH:5]=1. The yield is 0.820. (2) The reactants are FC(F)(F)C(O)=O.[CH3:8][C:9]1[C:13]([CH3:14])=[C:12]([NH:15][C:16]([N:18]2[CH2:23][CH2:22][NH:21][CH2:20][CH2:19]2)=[O:17])[O:11][N:10]=1.Cl[C:25]1[S:29][N:28]=[C:27]([C:30]2[CH:35]=[CH:34][C:33]([F:36])=[CH:32][CH:31]=2)[N:26]=1.C(N(CC)CC)C.CN(C)C=O. The catalyst is O. The product is [CH3:8][C:9]1[C:13]([CH3:14])=[C:12]([NH:15][C:16]([N:18]2[CH2:19][CH2:20][N:21]([C:25]3[S:29][N:28]=[C:27]([C:30]4[CH:35]=[CH:34][C:33]([F:36])=[CH:32][CH:31]=4)[N:26]=3)[CH2:22][CH2:23]2)=[O:17])[O:11][N:10]=1. The yield is 0.198. (3) The reactants are [Cl-].O[NH3+:3].[C:4](=[O:7])([O-])[OH:5].[Na+].CS(C)=O.[OH:13][C:14]([CH3:50])([CH3:49])[CH2:15][O:16][C:17]1[CH:22]=[CH:21][C:20]([N:23]2[C:28](=[O:29])[C:27]([CH2:30][C:31]3[CH:36]=[CH:35][C:34]([C:37]4[C:38]([C:43]#[N:44])=[CH:39][CH:40]=[CH:41][CH:42]=4)=[CH:33][CH:32]=3)=[C:26]([CH2:45][CH2:46][CH3:47])[N:25]=[C:24]2[CH3:48])=[CH:19][CH:18]=1. The catalyst is O.C(OCC)(=O)C. The product is [OH:13][C:14]([CH3:49])([CH3:50])[CH2:15][O:16][C:17]1[CH:22]=[CH:21][C:20]([N:23]2[C:28](=[O:29])[C:27]([CH2:30][C:31]3[CH:36]=[CH:35][C:34]([C:37]4[CH:42]=[CH:41][CH:40]=[CH:39][C:38]=4[C:43]4[NH:3][C:4](=[O:7])[O:5][N:44]=4)=[CH:33][CH:32]=3)=[C:26]([CH2:45][CH2:46][CH3:47])[N:25]=[C:24]2[CH3:48])=[CH:19][CH:18]=1. The yield is 0.680. (4) The reactants are [NH2:1][C:2]1[CH:15]=[CH:14][C:5]([CH:6]=[C:7]2[S:11][C:10](=[O:12])[NH:9][C:8]2=[O:13])=[CH:4][C:3]=1[NH:16][CH2:17][CH3:18].[CH:19](O)=O. No catalyst specified. The product is [CH2:17]([N:16]1[C:3]2[CH:4]=[C:5]([CH:6]=[C:7]3[S:11][C:10](=[O:12])[NH:9][C:8]3=[O:13])[CH:14]=[CH:15][C:2]=2[N:1]=[CH:19]1)[CH3:18]. The yield is 0.630. (5) The reactants are [CH3:1][NH:2][CH2:3][C:4]1([C:10]2[CH:15]=[CH:14][C:13]([O:16][CH2:17][CH2:18][CH2:19][N:20]3[CH2:24][CH2:23][CH2:22][CH2:21]3)=[CH:12][CH:11]=2)[CH2:9][CH2:8][O:7][CH2:6][CH2:5]1.C(N(CC)CC)C.[C:32](Cl)(=[O:34])[CH3:33]. The catalyst is ClCCl. The product is [CH3:1][N:2]([CH2:3][C:4]1([C:10]2[CH:15]=[CH:14][C:13]([O:16][CH2:17][CH2:18][CH2:19][N:20]3[CH2:24][CH2:23][CH2:22][CH2:21]3)=[CH:12][CH:11]=2)[CH2:9][CH2:8][O:7][CH2:6][CH2:5]1)[C:32](=[O:34])[CH3:33]. The yield is 0.360. (6) The reactants are [N+]([C:4]1[CH:9]=[C:8]([N+:10]([O-])=O)[C:7]([C:13]([F:16])([F:15])[F:14])=[CH:6][C:5]=1/[CH:17]=[CH:18]/[N:19](C)C)([O-])=O. The catalyst is [Ni].C(O)C. The yield is 0.140. The product is [F:16][C:13]([F:14])([F:15])[C:7]1[CH:6]=[C:5]2[C:4](=[CH:9][C:8]=1[NH2:10])[NH:19][CH:18]=[CH:17]2. (7) The reactants are [Cl:1][C:2]1[N:7]=[N:6][C:5]([NH2:8])=[CH:4][CH:3]=1.Br.Br[CH2:11][CH:12](OC)OC. The catalyst is CC(O)C. The product is [Cl:1][C:2]1[CH:3]=[CH:4][C:5]2[N:6]([CH:11]=[CH:12][N:8]=2)[N:7]=1. The yield is 0.800. (8) The reactants are [C:1]([NH:4][C:5]1[N:10]=[CH:9][C:8]([NH:11][C:12](=[O:19])OCC(Cl)(Cl)Cl)=[CH:7][CH:6]=1)(=[O:3])[CH3:2].[F:20][C:21]1[CH:26]=[CH:25][C:24]([C:27]2[N:28]=[C:29]([N:32]3[CH2:37][CH2:36][NH:35][CH2:34][CH2:33]3)[S:30][CH:31]=2)=[CH:23][CH:22]=1.C(N(C(C)C)CC)(C)C.O. The catalyst is CS(C)=O. The product is [C:1]([NH:4][C:5]1[N:10]=[CH:9][C:8]([NH:11][C:12]([N:35]2[CH2:36][CH2:37][N:32]([C:29]3[S:30][CH:31]=[C:27]([C:24]4[CH:25]=[CH:26][C:21]([F:20])=[CH:22][CH:23]=4)[N:28]=3)[CH2:33][CH2:34]2)=[O:19])=[CH:7][CH:6]=1)(=[O:3])[CH3:2]. The yield is 0.329.